Task: Predict the reaction yield, written as a fraction of the theoretical maximum amount of product (1.0 means a 100% yield; for example, 0.34 means a 34% yield).. Dataset: Reaction yield outcomes from USPTO patents with 853,638 reactions The reactants are [H-].[Na+].F[C:4]1[CH:9]=[CH:8][C:7]([N+:10]([O-:12])=[O:11])=[CH:6][CH:5]=1.[F:13][C:14]1[CH:19]=[CH:18][C:17]([F:20])=[CH:16][C:15]=1[OH:21]. The catalyst is CN(C)C=O.O.Cl[Cu]. The product is [F:13][C:14]1[CH:19]=[CH:18][C:17]([F:20])=[CH:16][C:15]=1[O:21][C:4]1[CH:9]=[CH:8][C:7]([N+:10]([O-:12])=[O:11])=[CH:6][CH:5]=1. The yield is 0.810.